Dataset: Reaction yield outcomes from USPTO patents with 853,638 reactions. Task: Predict the reaction yield, written as a fraction of the theoretical maximum amount of product (1.0 means a 100% yield; for example, 0.34 means a 34% yield). The reactants are [CH2:1]([C:8]1([C:12]([O:14]CC)=[O:13])[CH2:11][CH2:10][CH2:9]1)[C:2]1[CH:7]=[CH:6][CH:5]=[CH:4][CH:3]=1. The catalyst is C(O)C.[OH-].[Na+]. The product is [CH2:1]([C:8]1([C:12]([OH:14])=[O:13])[CH2:11][CH2:10][CH2:9]1)[C:2]1[CH:7]=[CH:6][CH:5]=[CH:4][CH:3]=1. The yield is 0.650.